Task: Predict the reaction yield, written as a fraction of the theoretical maximum amount of product (1.0 means a 100% yield; for example, 0.34 means a 34% yield).. Dataset: Reaction yield outcomes from USPTO patents with 853,638 reactions (1) The reactants are [Si]([O:8][CH2:9][C:10]1[CH:11]=[C:12]([N:25]([CH2:36][CH2:37][O:38][CH2:39][CH2:40][O:41][CH2:42][CH2:43][O:44][CH3:45])[C:26](=[O:35])[CH2:27][CH2:28][C:29]([CH3:34])([S:31][S:32][CH3:33])[CH3:30])[CH:13]=[C:14]([CH2:16][O:17][Si](C(C)(C)C)(C)C)[CH:15]=1)(C(C)(C)C)(C)C.N1C=CC=CC=1. The catalyst is C(#N)C.C(OCC)(=O)C. The product is [OH:8][CH2:9][C:10]1[CH:11]=[C:12]([N:25]([CH2:36][CH2:37][O:38][CH2:39][CH2:40][O:41][CH2:42][CH2:43][O:44][CH3:45])[C:26](=[O:35])[CH2:27][CH2:28][C:29]([CH3:34])([S:31][S:32][CH3:33])[CH3:30])[CH:13]=[C:14]([CH2:16][OH:17])[CH:15]=1. The yield is 0.890. (2) The reactants are C([O:4][C:5]1[C:69]([CH3:70])=[C:68]([O:71][CH2:72][C:73]2[CH:78]=[CH:77][CH:76]=[CH:75][CH:74]=2)[CH:67]=[CH:66][C:6]=1[C:7]([C:9]1[CH:18]=[C:17]([C:19]([O:21][CH3:22])=[O:20])[C:16]2([C:23]([O:25][CH3:26])=[O:24])[N:11]([CH2:12][CH2:13][C:14]3[C:33]4[C:28](=[CH:29][CH:30]=[C:31]([O:34][CH2:35][C:36](=[O:65])[NH:37][CH2:38][CH2:39][CH2:40][O:41][CH2:42][CH2:43][O:44][CH2:45][CH2:46][O:47][CH2:48][CH2:49][CH2:50][NH:51][CH2:52][CH2:53][CH2:54][CH2:55][CH:56]5[CH:63]6[CH:59]([NH:60][C:61](=[O:64])[NH:62]6)[CH2:58][S:57]5)[CH:32]=4)[NH:27][C:15]=32)[CH:10]=1)=[O:8])C=C.N1CCOCC1.C(=O)(O)[O-].[Na+]. The catalyst is C1COCC1.O. The product is [CH2:72]([O:71][C:68]1[CH:67]=[CH:66][C:6]([C:7]([C:9]2[CH:18]=[C:17]([C:19]([O:21][CH3:22])=[O:20])[C:16]3([C:23]([O:25][CH3:26])=[O:24])[N:11]([CH2:12][CH2:13][C:14]4[C:33]5[C:28](=[CH:29][CH:30]=[C:31]([O:34][CH2:35][C:36](=[O:65])[NH:37][CH2:38][CH2:39][CH2:40][O:41][CH2:42][CH2:43][O:44][CH2:45][CH2:46][O:47][CH2:48][CH2:49][CH2:50][NH:51][CH2:52][CH2:53][CH2:54][CH2:55][CH:56]6[CH:63]7[CH:59]([NH:60][C:61](=[O:64])[NH:62]7)[CH2:58][S:57]6)[CH:32]=5)[NH:27][C:15]=43)[CH:10]=2)=[O:8])=[C:5]([OH:4])[C:69]=1[CH3:70])[C:73]1[CH:74]=[CH:75][CH:76]=[CH:77][CH:78]=1. The yield is 0.580. (3) The reactants are [C:1]([C:3]1[CH:4]=[C:5]([CH:10]=[CH:11][C:12]=1[OH:13])[C:6]([O:8][CH3:9])=[O:7])#[N:2].C([O-])([O-])=O.[K+].[K+].C(C(N)CBr)(O[C:23](C)([CH3:25])[CH3:24])=O. The catalyst is CN(C=O)C.O. The product is [C:1]([C:3]1[CH:4]=[C:5]([CH:10]=[CH:11][C:12]=1[O:13][CH:23]([CH3:25])[CH3:24])[C:6]([O:8][CH3:9])=[O:7])#[N:2]. The yield is 0.550. (4) The reactants are Cl.Cl.[CH3:3][O:4][C:5]1[CH:10]=CC(N)=[C:7](N)[CH:6]=1.C([N:15]([CH2:18][CH3:19])[CH2:16][CH3:17])C.[CH3:20][C:21]1([CH3:28])[CH2:25][C:24](=O)[O:23][C:22]1=[O:27].C(#[N:31])C. No catalyst specified. The product is [CH3:3][O:4][C:5]1[CH:6]=[CH:7][C:17]2[NH:31][C:18]([CH2:19][C:21]([CH3:28])([CH3:20])[C:22]([O:23][CH2:24][CH3:25])=[O:27])=[N:15][C:16]=2[CH:10]=1. The yield is 0.570. (5) The reactants are [CH3:1][C:2]1[C:16](=[O:17])[N:15]=[C:14]2[N:4]([C@@H:5]3[O:9][C@H:8]([CH2:10][OH:11])[C@@H:7]([OH:12])[C@@H:6]3[O:13]2)[CH:3]=1.[CH3:18][O:19][CH2:20][CH2:21][O:22]B([O:22][CH2:21][CH2:20][O:19][CH3:18])[O:22][CH2:21][CH2:20][O:19][CH3:18]. The catalyst is COCCO. The product is [CH3:18][O:19][CH2:20][CH2:21][O:22][C@@H:6]1[C@H:7]([OH:12])[C@@H:8]([CH2:10][OH:11])[O:9][C@H:5]1[N:4]1[CH:3]=[C:2]([CH3:1])[C:16](=[O:17])[NH:15][C:14]1=[O:13]. The yield is 0.630. (6) The reactants are [CH:1]1(Br)[CH2:4][CH2:3][CH2:2]1.[Mg].[F:7][C:8]1[CH:15]=[CH:14][CH:13]=[CH:12][C:9]=1[C:10]#[N:11].[BH4-].[Na+]. The catalyst is O1CCCC1.CO. The product is [CH:1]1([CH:10]([NH2:11])[C:9]2[CH:12]=[CH:13][CH:14]=[CH:15][C:8]=2[F:7])[CH2:4][CH2:3][CH2:2]1. The yield is 0.0790. (7) The reactants are [Br:1][C:2]1[C:3]([O:5][C:6](=[O:8])[CH:7]=1)=O.FC(F)(F)C([O-])=O.[O:16]=[C:17]1[NH:21][CH:20]2[CH:22]([CH2:25][CH2:26][CH2:27][CH2:28][C:29]([NH:31][CH2:32][CH2:33][O:34][CH2:35][CH2:36][O:37][CH2:38][CH2:39][NH3+:40])=[O:30])[S:23][CH2:24][CH:19]2[NH:18]1.C1(C)C=CC=CC=1.CO.C(Cl)Cl. The catalyst is CC(O)=O. The product is [Br:1][C:2]1[C:3](=[O:5])[N:40]([CH2:39][CH2:38][O:37][CH2:36][CH2:35][O:34][CH2:33][CH2:32][NH:31][C:29](=[O:30])[CH2:28][CH2:27][CH2:26][CH2:25][CH:22]2[CH:20]3[NH:21][C:17](=[O:16])[NH:18][CH:19]3[CH2:24][S:23]2)[C:6](=[O:8])[CH:7]=1. The yield is 0.520. (8) The reactants are [NH2:1][C:2]1[C:11]2[C:6](=[C:7](Br)[CH:8]=[CH:9][CH:10]=2)[N:5]=[N:4][C:3]=1[C:13]([NH:15][CH2:16][CH2:17][CH3:18])=[O:14].[CH3:19][O:20][C:21]1[N:26]=[C:25]([O:27][CH3:28])[C:24](B(O)O)=[CH:23][N:22]=1. No catalyst specified. The product is [NH2:1][C:2]1[C:11]2[C:6](=[C:7]([C:24]3[C:25]([O:27][CH3:28])=[N:26][C:21]([O:20][CH3:19])=[N:22][CH:23]=3)[CH:8]=[CH:9][CH:10]=2)[N:5]=[N:4][C:3]=1[C:13]([NH:15][CH2:16][CH2:17][CH3:18])=[O:14]. The yield is 0.280. (9) The reactants are C(=O)([O-])[O-].[Cs+].[Cs+].FC(F)(F)S(O[C:13]1[CH:14]=[CH:15][C:16]2[O:20][C:19]([C:21]3[CH:26]=[CH:25][C:24]([F:27])=[CH:23][CH:22]=3)=[C:18]([C:28](=[O:31])[NH:29][CH3:30])[C:17]=2[CH:32]=1)(=O)=O.[CH3:35][C:36]1[N:37]=[C:38]([C:46]2[CH:51]=[CH:50][CH:49]=[C:48](B3OC(C)(C)C(C)(C)O3)[CH:47]=2)[NH:39][C:40]=1[C:41]([O:43][CH2:44][CH3:45])=[O:42].O1CCOCC1. The catalyst is C(OCC)(=O)C.C1C=CC([P]([Pd]([P](C2C=CC=CC=2)(C2C=CC=CC=2)C2C=CC=CC=2)([P](C2C=CC=CC=2)(C2C=CC=CC=2)C2C=CC=CC=2)[P](C2C=CC=CC=2)(C2C=CC=CC=2)C2C=CC=CC=2)(C2C=CC=CC=2)C2C=CC=CC=2)=CC=1.O. The product is [F:27][C:24]1[CH:23]=[CH:22][C:21]([C:19]2[O:20][C:16]3[CH:15]=[CH:14][C:13]([C:50]4[CH:51]=[C:46]([C:38]5[NH:39][C:40]([C:41]([O:43][CH2:44][CH3:45])=[O:42])=[C:36]([CH3:35])[N:37]=5)[CH:47]=[CH:48][CH:49]=4)=[CH:32][C:17]=3[C:18]=2[C:28](=[O:31])[NH:29][CH3:30])=[CH:26][CH:25]=1. The yield is 0.0300. (10) The reactants are [CH3:1][O:2][C:3]1[CH:15]=[CH:14][C:6]([CH2:7][N:8]2[C:12]([NH2:13])=[CH:11][CH:10]=[N:9]2)=[CH:5][CH:4]=1.[CH3:16][O:17][C:18]([C:20]#[C:21][C:22](OC)=[O:23])=[O:19]. The catalyst is C(O)(=O)C. The product is [CH3:16][O:17][C:18]([C:20]1[C:11]2[CH:10]=[N:9][N:8]([CH2:7][C:6]3[CH:5]=[CH:4][C:3]([O:2][CH3:1])=[CH:15][CH:14]=3)[C:12]=2[N:13]=[C:22]([OH:23])[CH:21]=1)=[O:19]. The yield is 0.310.